From a dataset of Forward reaction prediction with 1.9M reactions from USPTO patents (1976-2016). Predict the product of the given reaction. (1) Given the reactants BrC1C(N2CCN(C(NC3C=CC=CC=3)=O)CC2)=C2N=C(C3C=CC(N(C)C)=CC=3)NC2=NC=1.[Br:35][C:36]1[C:37]([N:46]2[CH2:51][CH2:50][N:49]([CH2:52][C:53]3[CH:54]=[N:55][CH:56]=[CH:57][CH:58]=3)[CH2:48][CH2:47]2)=[C:38]([N+:43]([O-])=O)[C:39]([NH2:42])=[N:40][CH:41]=1.[O-]S(S([O-])=O)=O.[Na+].[Na+].[CH:67]([C:69]1[CH:83]=[CH:82][C:72]([CH2:73][NH:74][C:75](=[O:81])[O:76][C:77]([CH3:80])([CH3:79])[CH3:78])=[CH:71][CH:70]=1)=O, predict the reaction product. The product is: [Br:35][C:36]1[C:37]([N:46]2[CH2:51][CH2:50][N:49]([CH2:52][C:53]3[CH:54]=[N:55][CH:56]=[CH:57][CH:58]=3)[CH2:48][CH2:47]2)=[C:38]2[N:43]=[C:67]([C:69]3[CH:83]=[CH:82][C:72]([CH2:73][NH:74][C:75](=[O:81])[O:76][C:77]([CH3:80])([CH3:78])[CH3:79])=[CH:71][CH:70]=3)[NH:42][C:39]2=[N:40][CH:41]=1. (2) Given the reactants C(OC([N:11]1[CH2:16][N:15]([C:17]2[CH:22]=[CH:21][C:20]([O:23][C:24]3[CH:29]=[CH:28][C:27]([C:30]([F:33])([F:32])[F:31])=[CH:26][C:25]=3[Cl:34])=[CH:19][C:18]=2[F:35])[C:14](=[O:36])[N:13]([C:37](=[O:46])[C:38]2[C:43]([F:44])=[CH:42][CH:41]=[CH:40][C:39]=2[F:45])[CH2:12]1)=O)C1C=CC=CC=1, predict the reaction product. The product is: [Cl:34][C:25]1[CH:26]=[C:27]([C:30]([F:33])([F:32])[F:31])[CH:28]=[CH:29][C:24]=1[O:23][C:20]1[CH:21]=[CH:22][C:17]([N:15]2[CH2:16][NH:11][CH2:12][N:13]([C:37](=[O:46])[C:38]3[C:43]([F:44])=[CH:42][CH:41]=[CH:40][C:39]=3[F:45])[C:14]2=[O:36])=[C:18]([F:35])[CH:19]=1. (3) Given the reactants Br[C:2]1[C:3]([CH2:13][CH2:14][CH2:15][CH2:16][CH2:17][CH2:18][CH2:19][CH2:20][CH2:21][CH3:22])=[N:4][C:5]([N:10]([CH3:12])[CH3:11])=[N:6][C:7]=1[O:8][CH3:9].C(N)CN.[Li]CCCC.C[O:33]B(OC)OC.OO.Cl, predict the reaction product. The product is: [CH2:13]([C:3]1[C:2]([OH:33])=[C:7]([O:8][CH3:9])[N:6]=[C:5]([N:10]([CH3:12])[CH3:11])[N:4]=1)[CH2:14][CH2:15][CH2:16][CH2:17][CH2:18][CH2:19][CH2:20][CH2:21][CH3:22].